This data is from Forward reaction prediction with 1.9M reactions from USPTO patents (1976-2016). The task is: Predict the product of the given reaction. (1) The product is: [F:1][C:2]1[CH:3]=[C:4]([S:8]([C:11]2([CH:12]3[CH2:13][CH2:14][N:15]([C:18]([O:20][C:21]([CH3:24])([CH3:23])[CH3:22])=[O:19])[CH2:16][CH2:17]3)[CH2:34][CH:32]([OH:33])[CH2:31]2)(=[O:10])=[O:9])[CH:5]=[CH:6][CH:7]=1. Given the reactants [F:1][C:2]1[CH:3]=[C:4]([S:8]([CH2:11][CH:12]2[CH2:17][CH2:16][N:15]([C:18]([O:20][C:21]([CH3:24])([CH3:23])[CH3:22])=[O:19])[CH2:14][CH2:13]2)(=[O:10])=[O:9])[CH:5]=[CH:6][CH:7]=1.[Li]CCCC.Cl[CH2:31][CH:32]1[CH2:34][O:33]1.C(#N)C, predict the reaction product. (2) Given the reactants [CH3:1][N:2]1[CH2:7][CH2:6][N:5]([C:8]2[CH:9]=[CH:10][C:11]([N+:15]([O-])=O)=[C:12]([CH:14]=2)[NH2:13])[CH2:4][CH2:3]1.[CH2:18]([O:21][CH2:22][CH2:23][CH2:24][CH2:25][O:26][C:27]1[CH:32]=[CH:31][C:30]([C:33]2[NH:37][C:36]3[CH:38]=[C:39]([CH:42]=O)[CH:40]=[CH:41][C:35]=3[N:34]=2)=[CH:29][CH:28]=1)[C:19]#[CH:20], predict the reaction product. The product is: [CH3:1][N:2]1[CH2:7][CH2:6][N:5]([C:8]2[CH:9]=[CH:10][C:11]3[N:15]=[C:42]([C:39]4[CH:40]=[CH:41][C:35]5[N:34]=[C:33]([C:30]6[CH:29]=[CH:28][C:27]([O:26][CH2:25][CH2:24][CH2:23][CH2:22][O:21][CH2:18][C:19]#[CH:20])=[CH:32][CH:31]=6)[NH:37][C:36]=5[CH:38]=4)[NH:13][C:12]=3[CH:14]=2)[CH2:4][CH2:3]1.